From a dataset of NCI-60 drug combinations with 297,098 pairs across 59 cell lines. Regression. Given two drug SMILES strings and cell line genomic features, predict the synergy score measuring deviation from expected non-interaction effect. (1) Drug 1: CC1=C2C(C(=O)C3(C(CC4C(C3C(C(C2(C)C)(CC1OC(=O)C(C(C5=CC=CC=C5)NC(=O)OC(C)(C)C)O)O)OC(=O)C6=CC=CC=C6)(CO4)OC(=O)C)OC)C)OC. Drug 2: CCC(=C(C1=CC=CC=C1)C2=CC=C(C=C2)OCCN(C)C)C3=CC=CC=C3.C(C(=O)O)C(CC(=O)O)(C(=O)O)O. Cell line: HOP-62. Synergy scores: CSS=33.3, Synergy_ZIP=5.95, Synergy_Bliss=7.01, Synergy_Loewe=-23.9, Synergy_HSA=3.34. (2) Drug 1: CC1CCC2CC(C(=CC=CC=CC(CC(C(=O)C(C(C(=CC(C(=O)CC(OC(=O)C3CCCCN3C(=O)C(=O)C1(O2)O)C(C)CC4CCC(C(C4)OC)O)C)C)O)OC)C)C)C)OC. Drug 2: N.N.Cl[Pt+2]Cl. Cell line: U251. Synergy scores: CSS=60.7, Synergy_ZIP=-0.291, Synergy_Bliss=-2.07, Synergy_Loewe=-4.71, Synergy_HSA=3.07.